From a dataset of Catalyst prediction with 721,799 reactions and 888 catalyst types from USPTO. Predict which catalyst facilitates the given reaction. Reactant: [CH3:1][C:2]1[C:3]([CH:8]2[CH2:13][CH2:12][CH2:11][CH:10]([C:14]3[C:19]([CH3:20])=[CH:18][CH:17]=[CH:16][N:15]=3)[N:9]2[CH2:21][C:22]2[CH:27]=[CH:26][CH:25]=[CH:24][C:23]=2[C:28]2([CH3:33])OCC[O:29]2)=[N:4][CH:5]=[CH:6][CH:7]=1.Cl. Product: [CH3:20][C:19]1[C:14]([CH:10]2[CH2:11][CH2:12][CH2:13][CH:8]([C:3]3[C:2]([CH3:1])=[CH:7][CH:6]=[CH:5][N:4]=3)[N:9]2[CH2:21][C:22]2[CH:27]=[CH:26][CH:25]=[CH:24][C:23]=2[C:28](=[O:29])[CH3:33])=[N:15][CH:16]=[CH:17][CH:18]=1. The catalyst class is: 1.